This data is from Full USPTO retrosynthesis dataset with 1.9M reactions from patents (1976-2016). The task is: Predict the reactants needed to synthesize the given product. (1) Given the product [CH3:19][C:20]1[CH:26]=[C:25]([C:18]#[C:17][C:13]([CH3:16])([CH3:15])[CH3:14])[C:24]([CH3:28])=[CH:23][C:21]=1[NH2:22], predict the reactants needed to synthesize it. The reactants are: O1CCCC1.C(N(CC)CC)C.[C:13]([C:17]#[CH:18])([CH3:16])([CH3:15])[CH3:14].[CH3:19][C:20]1[CH:26]=[C:25](I)[C:24]([CH3:28])=[CH:23][C:21]=1[NH2:22]. (2) The reactants are: C(OC([N:8]1[CH2:13][CH2:12][CH:11]([NH:14][C:15]([C:17]2[C:21]([N+:22]([O-:24])=[O:23])=[CH:20][NH:19][N:18]=2)=[O:16])[CH2:10][CH2:9]1)=O)(C)(C)C.Cl. Given the product [NH:8]1[CH2:13][CH2:12][CH:11]([NH:14][C:15]([C:17]2[C:21]([N+:22]([O-:24])=[O:23])=[CH:20][NH:19][N:18]=2)=[O:16])[CH2:10][CH2:9]1, predict the reactants needed to synthesize it. (3) Given the product [CH3:1][C:2]1[CH:8]=[C:7]([N+:9]([O-:11])=[O:10])[CH:6]=[CH:5][C:3]=1[C:21]#[N:22], predict the reactants needed to synthesize it. The reactants are: [CH3:1][C:2]1[CH:8]=[C:7]([N+:9]([O-:11])=[O:10])[CH:6]=[CH:5][C:3]=1N.N([O-])=O.[Na+].C([O-])(O)=O.[Na+].[C:21]([Cu])#[N:22].[C-]#N.[K+].